Dataset: Experimentally validated miRNA-target interactions with 360,000+ pairs, plus equal number of negative samples. Task: Binary Classification. Given a miRNA mature sequence and a target amino acid sequence, predict their likelihood of interaction. (1) The miRNA is hsa-miR-186-3p with sequence GCCCAAAGGUGAAUUUUUUGGG. The protein sequence of the target gene is MSNQYQEEGCSERPECKSKSPTLLSSYCIDSILGRRSPCKMRLLGAAQSLPAPLTSRADPEKAVQGSPKSSSAPFEAELHLPPKLRRLYGPGGGRLLQGAAAAAAAAAAAAAAAATATAGPRGEAPPPPPPTARPGERPDGAGAAAAAAAAAAAAWDTLKISQAPQVSISRSKSYRENGAPFVPPPPALDELGGPGGVTHPEERLGVAGGPGSAPAAGGGTGTEDDEEELLEDEEDEDEEEELLEDDEEELLEDDARALLKEPRRCPVAATGAVAAAAAAAVATEGGELSPKEELLLHPE.... Result: 0 (no interaction). (2) The miRNA is hsa-miR-4728-5p with sequence UGGGAGGGGAGAGGCAGCAAGCA. The protein sequence of the target gene is MAYCLTNCYQYSVTFEDTAVDFTQEEWILLDPVQRNLYRDVMLENYENVAKVGFQLFKPSVISWLEEEELRTLQQGVLQDWAIKHQTSVSALQQEFWKIQTSNGIQMDLVTFDSVAVEFTQEEWTLLDPAQRNLYSDVMLENYKNLSSVGYQLFKPSLISWLEEEEELSTLPRVLQEWKMCLKTKGPALWQDNFCLKTLNGIQLARNQNGEELYDCKQCEDVFCKHPCLKTNMSTQNRGNTSECIQYAKDLLSLYNKTSTIRKVSVFSKHGKSFRLILNVQVQRKCTQDKSFEGTDYGKA.... Result: 1 (interaction). (3) The miRNA is mmu-miR-377-3p with sequence AUCACACAAAGGCAACUUUUGU. The protein sequence of the target gene is MSGRSGKKKMSKLSRSARAGVIFPVGRLMRYLKKGTFKYRISVGAPVYMAAVIEYLAAEILELAGNAARDNKKARIAPRHILLAVANDEELNQLLKGVTIASGGVLPRIHPELLAKKRGTKGKSETILSPPPEKRGRKATSGKKGGKKSKAAKPRTSKKSKPKDSDKEGTSNSTSEDGPGDGFTILSSKSLVLGQKLSLTQSDISHIGSMRVEGIVHPTTAEIDLKEDIGKALEKAGGKEFLETVKELRKSQGPLEVAEAAVSQSSGLAAKFVIHCHIPQWGSDKCEEQLEETIKNCLSA.... Result: 0 (no interaction). (4) The miRNA is hsa-miR-214-5p with sequence UGCCUGUCUACACUUGCUGUGC. The protein sequence of the target gene is MCSDFRRAESGTELLARLEGRSSLKELEPNLFADEDSPVHGDIFEFHGPEGTGKTEMLYHLTARCILPKSEGGLQIEVLFIDTDYHFDMLRLVTVLEHRLSQSSEEAMKLCLARLFLAYCSSSMQLLLTLHSLEALLCSRPSLCLLIVDSLSSFYWIDRVSGGESVALQESTLQKCSQLLERLVTEYRLLLFATTQSLMQKGSDSADGPSSSKHPCDGDMGYRAYLCKAWQRVVKHRVIFSRDDEAKSSRFSLVSRHLKSNSLKKHSFMVRESGVEFC. Result: 0 (no interaction). (5) The protein sequence of the target gene is MMPMILTVFLSNNEQILTEVPITPETTCRDVVEFCKEPGEGGCHLAEVWRGSERPIPYDHMMYEHLQKWGPRREEVKFFLRHEDSPTESSEQGARQTQEQRTQRSVVNVPGEKRTENGVGNPRVELTLSELQDMAARQQQQIENQQQMLVAKEQRLHFLKQQERRQQQSVSENEKLQKLKERVEAQENKLKKIRAMRGQVDYSKIMNGNLSAEIERFSAMFQEKKQEVQTAILRVDQLSQQLEDLKKGKLNGFQSYNGRLTGPAAVELKRLYQELQIRNQLNQEQNSKLQQQKELLNKRN.... Result: 0 (no interaction). The miRNA is hsa-miR-10b-3p with sequence ACAGAUUCGAUUCUAGGGGAAU.